Dataset: Full USPTO retrosynthesis dataset with 1.9M reactions from patents (1976-2016). Task: Predict the reactants needed to synthesize the given product. Given the product [C:38]([C:7]1[CH:16]=[CH:15][C:14]2[NH:13][C:12](=[O:17])[C:11]3[S:18][CH:19]=[CH:20][C:10]=3[C:9]=2[C:8]=1[C:21]1[CH:26]=[CH:25][C:24]([CH2:27][NH:28][C:29](=[O:30])[O:31][C:32]([CH3:35])([CH3:34])[CH3:33])=[CH:23][CH:22]=1)#[N:39], predict the reactants needed to synthesize it. The reactants are: FC(F)(F)S(O[C:7]1[CH:16]=[CH:15][C:14]2[NH:13][C:12](=[O:17])[C:11]3[S:18][CH:19]=[CH:20][C:10]=3[C:9]=2[C:8]=1[C:21]1[CH:26]=[CH:25][C:24]([CH2:27][NH:28][C:29]([O:31][C:32]([CH3:35])([CH3:34])[CH3:33])=[O:30])=[CH:23][CH:22]=1)(=O)=O.[CH3:38][N:39](C=O)C.